Predict the reactants needed to synthesize the given product. From a dataset of Full USPTO retrosynthesis dataset with 1.9M reactions from patents (1976-2016). (1) Given the product [C:26]([N:6]1[CH2:7][CH2:8][C:9]2[N:1]=[C:2]([C:10]3([C:16]4[CH:24]=[CH:23][C:19]([C:20]([OH:22])=[O:21])=[CH:18][CH:17]=4)[CH2:11][CH2:12][O:13][CH2:14][CH2:15]3)[S:3][C:4]=2[CH2:5]1)(=[O:27])[CH3:25], predict the reactants needed to synthesize it. The reactants are: [N:1]1[C:9]2[CH2:8][CH2:7][NH:6][CH2:5][C:4]=2[S:3][C:2]=1[C:10]1([C:16]2[CH:24]=[CH:23][C:19]([C:20]([OH:22])=[O:21])=[CH:18][CH:17]=2)[CH2:15][CH2:14][O:13][CH2:12][CH2:11]1.[CH3:25][C:26](OC(C)=O)=[O:27]. (2) The reactants are: COC[C@@H]1CN(C(OC(C)(C)C)=O)[C@H](C(OCC(C2C=CC3C4C=C5CCC(Br)C(=O)C5=CC=4OCC=3C=2)=O)=O)C1.[CH3:42][O:43][C:44]([NH:46][C@H:47]([C:51]([N:53]1[C@@H:57](C)[CH2:56][CH2:55][C@H:54]1[C:59]1[NH:63][C:62]2[C:64]3[C:69]([CH2:70][CH2:71][C:61]=2[N:60]=1)=[CH:68][C:67]1[C:72]2[C:77]([CH2:78][O:79][C:66]=1[CH:65]=3)=[CH:76][C:75]([C:80]1[NH:84][C:83]([C@@H:85]3[CH2:89][C@H:88]([CH2:90][O:91][CH3:92])[CH2:87][N:86]3[C:93]([O:95][C:96]([CH3:99])([CH3:98])[CH3:97])=[O:94])=[N:82][CH:81]=1)=[CH:74][CH:73]=2)=[O:52])[CH:48]([CH3:50])[CH3:49])=[O:45].COC(N[C@@H](C(C)C)C(N1[C@@H](C)CC[C@H]1C(O)=O)=O)=O. Given the product [CH3:42][O:43][C:44]([NH:46][C@H:47]([C:51]([N:53]1[CH2:57][CH2:56][CH2:55][C@H:54]1[C:59]1[NH:63][C:62]2[C:64]3[C:69]([CH2:70][CH2:71][C:61]=2[N:60]=1)=[CH:68][C:67]1[C:72]2[C:77]([CH2:78][O:79][C:66]=1[CH:65]=3)=[CH:76][C:75]([C:80]1[NH:84][C:83]([C@@H:85]3[CH2:89][C@H:88]([CH2:90][O:91][CH3:92])[CH2:87][N:86]3[C:93]([O:95][C:96]([CH3:98])([CH3:97])[CH3:99])=[O:94])=[N:82][CH:81]=1)=[CH:74][CH:73]=2)=[O:52])[CH:48]([CH3:50])[CH3:49])=[O:45], predict the reactants needed to synthesize it. (3) Given the product [Br:43][C:16]1[C:17](=[O:20])[N:18]([CH3:19])[C:10]2[C:9]([C:3]3[CH:4]=[CH:5][C:6]([F:8])=[CH:7][C:2]=3[F:1])=[N:14][N:13]=[CH:12][C:11]=2[CH:15]=1, predict the reactants needed to synthesize it. The reactants are: [F:1][C:2]1[CH:7]=[C:6]([F:8])[CH:5]=[CH:4][C:3]=1[C:9]1[C:10]2[N:18]([CH3:19])[C:17](=[O:20])[C:16](C(O)=O)=[CH:15][C:11]=2[CH:12]=[N:13][N:14]=1.C1COCC1.O.O.C([O-])(=O)C.[Li+].C1C(=O)N([Br:43])C(=O)C1. (4) The reactants are: [Cl:1][C:2]1[N:7]=[N:6][C:5]([C:8]([OH:10])=O)=[CH:4][CH:3]=1.[C:11]([NH2:15])([CH3:14])([CH3:13])[CH3:12].C1N(P(Cl)(N2C(=O)OCC2)=O)C(=O)OC1.C([O-])(O)=O.[Na+]. Given the product [C:11]([NH:15][C:8]([C:5]1[N:6]=[N:7][C:2]([Cl:1])=[CH:3][CH:4]=1)=[O:10])([CH3:14])([CH3:13])[CH3:12], predict the reactants needed to synthesize it.